This data is from Reaction yield outcomes from USPTO patents with 853,638 reactions. The task is: Predict the reaction yield, written as a fraction of the theoretical maximum amount of product (1.0 means a 100% yield; for example, 0.34 means a 34% yield). The reactants are [CH3:1][C:2]([CH3:13])([CH3:12])[C:3]([NH:5][C:6]1[CH:11]=[CH:10][N:9]=[CH:8][CH:7]=1)=[O:4].[Li]CCCC.CN([CH:22]=[O:23])C. The catalyst is C1COCC1.[Cl-].[Na+].O. The product is [CH:22]([C:7]1[CH:8]=[N:9][CH:10]=[CH:11][C:6]=1[NH:5][C:3](=[O:4])[C:2]([CH3:13])([CH3:12])[CH3:1])=[O:23]. The yield is 0.690.